Dataset: Forward reaction prediction with 1.9M reactions from USPTO patents (1976-2016). Task: Predict the product of the given reaction. (1) Given the reactants S(S([O-])=O)([O-])=O.[Na+].[Na+].[N+:9]([C:12]1[CH:13]=[C:14]([C@:18]23[CH2:27][CH2:26][CH2:25][CH2:24][C@H:23]2[CH2:22][S:21][C:20]([NH:28][C:29](=[O:35])[O:30][C:31]([CH3:34])([CH3:33])[CH3:32])=[N:19]3)[CH:15]=[CH:16][CH:17]=1)([O-])=O.O, predict the reaction product. The product is: [NH2:9][C:12]1[CH:13]=[C:14]([C@:18]23[CH2:27][CH2:26][CH2:25][CH2:24][C@H:23]2[CH2:22][S:21][C:20]([NH:28][C:29](=[O:35])[O:30][C:31]([CH3:33])([CH3:32])[CH3:34])=[N:19]3)[CH:15]=[CH:16][CH:17]=1. (2) Given the reactants [C:1]1([C:7]23O[C:10]([C:18]4[CH:23]=[CH:22][CH:21]=[CH:20][CH:19]=4)([CH:11]4[C:16]2=[CH:15][CH:14]=[CH:13][CH2:12]4)[CH:9]([C:24]#[N:25])[CH:8]3[C:26]#[N:27])[CH:6]=[CH:5][CH:4]=[CH:3][CH:2]=1, predict the reaction product. The product is: [C:18]1([C:10]2[C:11]3[C:16](=[CH:15][CH:14]=[CH:13][CH:12]=3)[C:7]([C:1]3[CH:2]=[CH:3][CH:4]=[CH:5][CH:6]=3)=[C:8]([C:26]#[N:27])[C:9]=2[C:24]#[N:25])[CH:19]=[CH:20][CH:21]=[CH:22][CH:23]=1. (3) Given the reactants [NH2:1][CH:2]([CH2:12][C:13]1[CH:18]=[CH:17][CH:16]=[CH:15][C:14]=1[C:19]([F:22])([F:21])[F:20])[CH:3]([C:5]1[CH:10]=[CH:9][C:8]([F:11])=[CH:7][CH:6]=1)[OH:4].[C:23]1([CH2:29][CH2:30][CH2:31][C:32](O)=[O:33])[CH:28]=[CH:27][CH:26]=[CH:25][CH:24]=1.Cl.C(N=C=NCCCN(C)C)C.ON1C2C=CC=CC=2N=N1, predict the reaction product. The product is: [F:11][C:8]1[CH:9]=[CH:10][C:5]([CH:3]([OH:4])[CH:2]([NH:1][C:32](=[O:33])[CH2:31][CH2:30][CH2:29][C:23]2[CH:28]=[CH:27][CH:26]=[CH:25][CH:24]=2)[CH2:12][C:13]2[CH:18]=[CH:17][CH:16]=[CH:15][C:14]=2[C:19]([F:22])([F:20])[F:21])=[CH:6][CH:7]=1. (4) Given the reactants [CH2:1]([N:5]1[C:9]([C:10]2[CH:15]=[CH:14][CH:13]=[CH:12][CH:11]=2)=[CH:8][C:7]([CH2:16]O)=[N:6]1)[CH:2]([CH3:4])[CH3:3].C1C=CC(P(C2C=CC=CC=2)C2C=CC=CC=2)=CC=1.C(Br)(Br)(Br)[Br:38], predict the reaction product. The product is: [CH2:1]([N:5]1[C:9]([C:10]2[CH:15]=[CH:14][CH:13]=[CH:12][CH:11]=2)=[CH:8][C:7]([CH2:16][Br:38])=[N:6]1)[CH:2]([CH3:4])[CH3:3]. (5) Given the reactants [CH3:1][O:2][C:3](=[O:23])[C:4]1[CH:9]=[CH:8][CH:7]=[C:6]([CH2:10][N:11]2[CH:20]=[CH:19][C:18]3[C:13](=[N:14][C:15](Br)=[CH:16][CH:17]=3)[C:12]2=[O:22])[CH:5]=1.[C:24]1([CH2:30][C:31]#[CH:32])[CH:29]=[CH:28][CH:27]=[CH:26][CH:25]=1.C(N(CC)CC)C, predict the reaction product. The product is: [CH3:1][O:2][C:3](=[O:23])[C:4]1[CH:9]=[CH:8][CH:7]=[C:6]([CH2:10][N:11]2[CH:20]=[CH:19][C:18]3[C:13](=[N:14][C:15]([C:32]#[C:31][CH2:30][C:24]4[CH:29]=[CH:28][CH:27]=[CH:26][CH:25]=4)=[CH:16][CH:17]=3)[C:12]2=[O:22])[CH:5]=1. (6) Given the reactants [Br:1][CH:2]([CH3:12])[C:3]([O:5][CH2:6][C:7]1[O:11][CH:10]=[CH:9][CH:8]=1)=O.O1C=CC=C1C[SH:19], predict the reaction product. The product is: [Br:1][CH:2]([CH3:12])[C:3](=[S:19])[O:5][CH2:6][C:7]1[O:11][CH:10]=[CH:9][CH:8]=1. (7) Given the reactants [S:1]1[CH:5]=[CH:4][CH:3]=[C:2]1[CH2:6][N:7]([CH2:20][C:21]1[S:22][CH:23]=[CH:24][CH:25]=1)[C:8]([NH:10][C@H:11]([CH2:16][CH2:17][CH2:18][CH3:19])[C:12]([O:14]C)=O)=[O:9].[OH-].[Li+].CN(C(ON1N=NC2C=CC=CC1=2)=[N+](C)C)C.F[P-](F)(F)(F)(F)F.[NH2:52][C@@H:53]([C:59]1[CH:67]=[CH:66][C:62]2[O:63][CH2:64][O:65][C:61]=2[CH:60]=1)[CH2:54][C:55]([O:57][CH3:58])=[O:56], predict the reaction product. The product is: [O:63]1[C:62]2[CH:66]=[CH:67][C:59]([C@H:53]([NH:52][C:12](=[O:14])[C@H:11]([NH:10][C:8](=[O:9])[N:7]([CH2:6][C:2]3[S:1][CH:5]=[CH:4][CH:3]=3)[CH2:20][C:21]3[S:22][CH:23]=[CH:24][CH:25]=3)[CH2:16][CH2:17][CH2:18][CH3:19])[CH2:54][C:55]([O:57][CH3:58])=[O:56])=[CH:60][C:61]=2[O:65][CH2:64]1.